This data is from Full USPTO retrosynthesis dataset with 1.9M reactions from patents (1976-2016). The task is: Predict the reactants needed to synthesize the given product. (1) Given the product [N+:13]([C:5]1[CH:4]=[C:3]([OH:2])[CH:8]=[C:7]([C:9]([F:10])([F:11])[F:12])[CH:6]=1)([O-:15])=[O:14], predict the reactants needed to synthesize it. The reactants are: C[O:2][C:3]1[CH:8]=[C:7]([C:9]([F:12])([F:11])[F:10])[CH:6]=[C:5]([N+:13]([O-:15])=[O:14])[CH:4]=1.Cl.N1C=CC=CC=1. (2) Given the product [CH3:1][CH:2]1[O:10][C:5]2=[N:6][CH:7]=[CH:8][CH:9]=[C:4]2[CH:3]1[OH:11], predict the reactants needed to synthesize it. The reactants are: [CH3:1][CH:2]1[O:10][C:5]2=[N:6][CH:7]=[CH:8][CH:9]=[C:4]2[C:3]1=[O:11].[BH4-].[Na+]. (3) Given the product [OH:6][C@@H:7]1[CH2:8][CH2:9][C@H:10]([N:13]2[CH2:17][CH2:16][CH2:15][C:14]2=[O:18])[CH2:11][CH2:12]1, predict the reactants needed to synthesize it. The reactants are: C([Si](C)(C)[O:6][C@@H:7]1[CH2:12][CH2:11][C@H:10]([N:13]2[CH2:17][CH2:16][CH2:15][C:14]2=[O:18])[CH2:9][CH2:8]1)(C)(C)C. (4) Given the product [OH:23][C:7]([CH3:21])([CH2:6][CH2:5][C:4]1[C:9](=[O:8])[C:10]([CH3:13])=[C:11]([CH3:12])[C:2](=[O:1])[C:3]=1[CH3:22])[C:14]([NH:16][CH2:17][CH:18]([CH3:20])[CH3:19])=[O:15], predict the reactants needed to synthesize it. The reactants are: [OH:1][C:2]1[C:3]([CH3:22])=[C:4]2[C:9](=[C:10]([CH3:13])[C:11]=1[CH3:12])[O:8][C:7]([CH3:21])([C:14]([NH:16][CH2:17][CH:18]([CH3:20])[CH3:19])=[O:15])[CH2:6][CH2:5]2.[O:23]=[N+]([O-])[O-].[O-][N+](=O)[O-].[O-][N+](=O)[O-].[O-][N+](=O)[O-].[O-][N+](=O)[O-].[O-][N+](=O)[O-].[Ce+4].[NH4+].[NH4+]. (5) Given the product [NH2:12][C:10]1[CH:9]=[CH:8][C:7]2[CH2:1][N:2]([C:13]([O:15][C:16]([CH3:19])([CH3:18])[CH3:17])=[O:14])[CH2:3][CH2:4][CH2:5][C:6]=2[CH:11]=1, predict the reactants needed to synthesize it. The reactants are: [CH2:1]1[C:7]2[CH:8]=[CH:9][C:10]([NH2:12])=[CH:11][C:6]=2[CH2:5][CH2:4][CH2:3][NH:2]1.[C:13](O[C:13]([O:15][C:16]([CH3:19])([CH3:18])[CH3:17])=[O:14])([O:15][C:16]([CH3:19])([CH3:18])[CH3:17])=[O:14].C(N(CC)C(C)C)(C)C.O. (6) Given the product [F:1][C:2]1[CH:3]=[C:4]([S:20]([NH:23][C:25]2[S:26][CH:27]=[CH:28][N:29]=2)(=[O:21])=[O:22])[CH:5]=[CH:6][C:7]=1[O:8][C@H:9]1[CH2:13][CH2:12][CH2:11][C@@H:10]1[C:14]1[N:18]([CH3:19])[N:17]=[CH:16][CH:15]=1, predict the reactants needed to synthesize it. The reactants are: [F:1][C:2]1[CH:3]=[C:4]([S:20]([NH2:23])(=[O:22])=[O:21])[CH:5]=[CH:6][C:7]=1[O:8][C@H:9]1[CH2:13][CH2:12][CH2:11][C@@H:10]1[C:14]1[N:18]([CH3:19])[N:17]=[CH:16][CH:15]=1.Br[C:25]1[S:26][CH:27]=[CH:28][N:29]=1.CN[C@@H]1CCCC[C@H]1NC.C(=O)([O-])[O-].[Cs+].[Cs+]. (7) Given the product [F:30][C:29]1[CH:28]=[C:15]([CH:14]=[CH:13][C:12]=1[C:8]1[C:7]([C:4]2[CH:3]=[CH:2][N:1]=[CH:6][CH:5]=2)=[CH:11][NH:10][N:9]=1)[O:16][CH2:17][C:18]1[CH:27]=[CH:26][C:25]2[C:20](=[CH:21][CH:22]=[CH:23][CH:24]=2)[N:19]=1, predict the reactants needed to synthesize it. The reactants are: [N:1]1[CH:6]=[CH:5][C:4]([C:7]2[CH:11]=[N:10][NH:9][C:8]=2[C:12]2[CH:29]=[CH:28][C:15]([O:16][CH2:17][C:18]3[CH:27]=[CH:26][C:25]4[C:20](=[CH:21][CH:22]=[CH:23][CH:24]=4)[N:19]=3)=[CH:14][CH:13]=2)=[CH:3][CH:2]=1.[F:30]C1C=C(OCC2C=CC3C(=CC=CC=3)N=2)C=CC=1C(=O)CC1C=CN=CC=1.